This data is from Catalyst prediction with 721,799 reactions and 888 catalyst types from USPTO. The task is: Predict which catalyst facilitates the given reaction. (1) Reactant: [Cl:1][C:2]1[CH:7]=[CH:6][C:5]([C@@H:8]2[C@@H:13]([C@@H:14]([O:16][C:17]3[CH:22]=[CH:21][C:20]([Cl:23])=[C:19](Cl)[CH:18]=3)[CH3:15])[CH2:12][CH2:11][N:10]([C:25]([CH:27]3[CH2:32][CH2:31][N:30]([C:33]4[CH:38]=[CH:37][C:36]([C:39]#[N:40])=[CH:35][N:34]=4)[CH2:29][CH2:28]3)=[O:26])[CH2:9]2)=[CH:4][CH:3]=1.N1CCCCC1.C(N1CC[C@H]([C@H]([OH:62])C)[C@@H](C2C=CC(Cl)=CC=2)C1)C1C=CC=CC=1.ClC1C=CC(O)=CC=1[F:78].ClC(OC(Cl)=O)C.CCN(C(C)C)C(C)C. Product: [C:39]([C:36]1[CH:37]=[CH:38][C:33]([N:30]2[CH2:31][CH2:32][CH:27]([C:25]([OH:26])=[O:62])[CH2:28][CH2:29]2)=[N:34][CH:35]=1)#[N:40].[Cl:23][C:20]1[CH:21]=[CH:22][C:17]([O:16][C@H:14]([C@H:13]2[CH2:12][CH2:11][N:10]([C:25]([CH:27]3[CH2:32][CH2:31][N:30]([C:33]4[CH:38]=[CH:37][C:36]([C:39]#[N:40])=[CH:35][N:34]=4)[CH2:29][CH2:28]3)=[O:26])[CH2:9][C@@H:8]2[C:5]2[CH:6]=[CH:7][C:2]([Cl:1])=[CH:3][CH:4]=2)[CH3:15])=[CH:18][C:19]=1[F:78]. The catalyst class is: 5. (2) Reactant: [F:1][C:2]1[CH:7]=[CH:6][C:5]([C:8]2[C:9]([C:21]3[CH:26]=[CH:25][C:24](=[O:27])[N:23]([C:28]4[CH:33]=[CH:32][CH:31]=[CH:30][C:29]=4[CH3:34])[N:22]=3)=[C:10]3[N:15]([CH2:16][CH2:17][C:18](O)=[O:19])[CH2:14][CH2:13][N:11]3[N:12]=2)=[CH:4][CH:3]=1.[BH4-].[Na+].ClCCl.C([O-])(O)=O.[Na+]. Product: [F:1][C:2]1[CH:3]=[CH:4][C:5]([C:8]2[C:9]([C:21]3[CH:26]=[CH:25][C:24](=[O:27])[N:23]([C:28]4[CH:33]=[CH:32][CH:31]=[CH:30][C:29]=4[CH3:34])[N:22]=3)=[C:10]3[N:15]([CH2:16][CH2:17][CH2:18][OH:19])[CH2:14][CH2:13][N:11]3[N:12]=2)=[CH:6][CH:7]=1. The catalyst class is: 1. (3) Reactant: [CH3:1][O:2][C:3]1[CH:4]=[C:5]([CH:10]=[C:11]([O:14][CH3:15])[C:12]=1[OH:13])[C:6]([O:8]C)=[O:7].C(=O)([O-])[O-].[K+].[K+].[I-].[K+].[CH2:24](Cl)[C:25]1[CH:30]=[CH:29][CH:28]=[CH:27][CH:26]=1. Product: [CH2:24]([O:13][C:12]1[C:3]([O:2][CH3:1])=[CH:4][C:5]([C:6]([OH:8])=[O:7])=[CH:10][C:11]=1[O:14][CH3:15])[C:25]1[CH:30]=[CH:29][CH:28]=[CH:27][CH:26]=1. The catalyst class is: 283. (4) Reactant: [Na].[N:2]([CH2:5][C:6]([C:8]1[CH:19]=[CH:18][C:11]2[O:12][C:13]([CH3:17])([CH3:16])[O:14][CH2:15][C:10]=2[CH:9]=1)=[O:7])=[N+:3]=[N-:4].[Cl-].[NH4+].C(OCC)(=O)C. Product: [N:2]([CH2:5][CH:6]([C:8]1[CH:19]=[CH:18][C:11]2[O:12][C:13]([CH3:17])([CH3:16])[O:14][CH2:15][C:10]=2[CH:9]=1)[OH:7])=[N+:3]=[N-:4]. The catalyst class is: 83.